This data is from Forward reaction prediction with 1.9M reactions from USPTO patents (1976-2016). The task is: Predict the product of the given reaction. The product is: [Cl:1][C:2]1[CH:3]=[C:4]([CH:16]=[CH:17][CH:18]=1)[CH2:5][O:6][C:7]1[CH:15]=[CH:14][CH:13]=[C:12]2[C:8]=1[CH:9]=[CH:10][N:11]2[C:22]1[CH:23]=[CH:24][N:25]=[C:20]([NH2:19])[N:21]=1. Given the reactants [Cl:1][C:2]1[CH:3]=[C:4]([CH:16]=[CH:17][CH:18]=1)[CH2:5][O:6][C:7]1[CH:15]=[CH:14][CH:13]=[C:12]2[C:8]=1[CH:9]=[CH:10][NH:11]2.[NH2:19][C:20]1[N:25]=[C:24](Cl)[CH:23]=[CH:22][N:21]=1, predict the reaction product.